Dataset: Forward reaction prediction with 1.9M reactions from USPTO patents (1976-2016). Task: Predict the product of the given reaction. (1) Given the reactants [CH2:1]([CH:3]1[NH:7][C:6](=[O:8])[NH:5][C:4]1=[O:9])[CH3:2].C(=O)([O-])[O-].[K+].[K+].CS(O[CH:21]1[CH2:26][CH2:25][N:24]([C:27]([O:29][C:30]([CH3:33])([CH3:32])[CH3:31])=[O:28])[CH2:23][CH2:22]1)(=O)=O, predict the reaction product. The product is: [CH2:1]([CH:3]1[C:4](=[O:9])[N:5]([CH:21]2[CH2:26][CH2:25][N:24]([C:27]([O:29][C:30]([CH3:33])([CH3:32])[CH3:31])=[O:28])[CH2:23][CH2:22]2)[C:6](=[O:8])[NH:7]1)[CH3:2]. (2) The product is: [C@@H:2]1([NH:8][C:14](=[O:15])[C:13]([F:24])([F:23])[F:12])[CH2:7][CH2:6][CH:5]=[CH:4][CH2:3]1. Given the reactants Cl.[C@@H:2]1([NH2:8])[CH2:7][CH2:6][CH:5]=[CH:4][CH2:3]1.C(Cl)Cl.[F:12][C:13]([F:24])([F:23])[C:14](O[C:14](=[O:15])[C:13]([F:24])([F:23])[F:12])=[O:15], predict the reaction product. (3) Given the reactants [F:1][C:2]1[CH:3]=[CH:4][C:5]([OH:11])=[C:6]([C:8](=[O:10])[CH3:9])[CH:7]=1.[CH3:12][CH2:13][C:14](=O)[CH2:15][CH3:16].N1CCCC1, predict the reaction product. The product is: [CH2:13]([C:14]1([CH2:15][CH3:16])[CH2:9][C:8](=[O:10])[C:6]2[C:5](=[CH:4][CH:3]=[C:2]([F:1])[CH:7]=2)[O:11]1)[CH3:12].